Dataset: Peptide-MHC class II binding affinity with 134,281 pairs from IEDB. Task: Regression. Given a peptide amino acid sequence and an MHC pseudo amino acid sequence, predict their binding affinity value. This is MHC class II binding data. (1) The peptide sequence is LIDVSGITLKQATTA. The MHC is DRB1_0101 with pseudo-sequence DRB1_0101. The binding affinity (normalized) is 0.404. (2) The peptide sequence is DEFFECFKYLLIQGH. The MHC is DRB1_0901 with pseudo-sequence DRB1_0901. The binding affinity (normalized) is 0.520. (3) The peptide sequence is EKKVFAATQFEPLAA. The MHC is DRB1_1602 with pseudo-sequence DRB1_1602. The binding affinity (normalized) is 0.513.